The task is: Predict the product of the given reaction.. This data is from Forward reaction prediction with 1.9M reactions from USPTO patents (1976-2016). (1) Given the reactants [H-].[Na+].[Cl:3][C:4]1[N:9]=[N:8][C:7]([NH2:10])=[C:6]([O:11][CH3:12])[CH:5]=1.[Cl:13][C:14]1[CH:15]=[C:16]([S:21](Cl)(=[O:23])=[O:22])[CH:17]=[CH:18][C:19]=1[F:20], predict the reaction product. The product is: [Cl:13][C:14]1[CH:15]=[C:16]([S:21]([NH:10][C:7]2[N:8]=[N:9][C:4]([Cl:3])=[CH:5][C:6]=2[O:11][CH3:12])(=[O:22])=[O:23])[CH:17]=[CH:18][C:19]=1[F:20]. (2) The product is: [Br:1][C:2]1[CH:7]=[CH:6][C:5]([C:16]2[CH:15]=[CH:14][CH:13]=[C:12]([F:11])[CH:17]=2)=[CH:4][C:3]=1[O:9][CH3:10]. Given the reactants [Br:1][C:2]1[CH:7]=[CH:6][C:5](I)=[CH:4][C:3]=1[O:9][CH3:10].[F:11][C:12]1[CH:13]=[C:14](B(O)O)[CH:15]=[CH:16][CH:17]=1.P([O-])([O-])([O-])=O.[K+].[K+].[K+].O, predict the reaction product. (3) Given the reactants [H-].[Na+].CC1[N:8]=[C:7]([NH:9][C:10]2[CH:15]=[CH:14][CH:13]=[CH:12][N:11]=2)SN=1.[CH2:16]([O:18][C:19](=[O:27])[CH2:20][CH2:21][CH2:22][CH2:23][CH2:24][CH2:25]I)[CH3:17].O, predict the reaction product. The product is: [CH3:7][N:9]1[CH:10]=[CH:15][C:7]([N:9]([C:10]2[CH:15]=[CH:14][CH:13]=[CH:12][N:11]=2)[CH2:25][CH2:24][CH2:23][CH2:22][CH2:21][CH2:20][C:19]([O:18][CH2:16][CH3:17])=[O:27])=[N:8]1. (4) The product is: [C:1]([O:5][C:6](=[O:7])[NH:8][C:9]1[CH:24]=[CH:23][CH:22]=[C:11]([CH2:12][N:13]2[CH2:14][CH2:15][CH:16]([C:19](=[O:21])[NH:46][CH:40]3[CH2:45][CH2:44][CH2:43][CH2:42][CH2:41]3)[CH2:17][CH2:18]2)[CH:10]=1)([CH3:4])([CH3:2])[CH3:3]. Given the reactants [C:1]([O:5][C:6]([NH:8][C:9]1[CH:10]=[C:11]([CH:22]=[CH:23][CH:24]=1)[CH2:12][N:13]1[CH2:18][CH2:17][CH:16]([C:19]([OH:21])=O)[CH2:15][CH2:14]1)=[O:7])([CH3:4])([CH3:3])[CH3:2].C(Cl)(=O)C(Cl)=O.CCN(C(C)C)C(C)C.[CH:40]1([NH2:46])[CH2:45][CH2:44][CH2:43][CH2:42][CH2:41]1, predict the reaction product. (5) Given the reactants ClC(Cl)(O[C:5](=[O:11])OC(Cl)(Cl)Cl)Cl.Cl.[NH:14]1[CH2:18][CH2:17][CH2:16][C@H:15]1[C:19]#[N:20].C(N(CC)CC)C.[NH2:28][CH2:29][CH2:30][NH:31][C:32]1[CH:37]=[CH:36][C:35]([N+:38]([O-:40])=[O:39])=[CH:34][N:33]=1, predict the reaction product. The product is: [C:19]([C@@H:15]1[CH2:16][CH2:17][CH2:18][N:14]1[C:5]([NH:28][CH2:29][CH2:30][NH:31][C:32]1[CH:37]=[CH:36][C:35]([N+:38]([O-:40])=[O:39])=[CH:34][N:33]=1)=[O:11])#[N:20]. (6) Given the reactants [C:1]([N:8]1[CH2:13][CH2:12][CH2:11][CH:10]([CH:14]=O)[CH2:9]1)([O:3][C:4]([CH3:7])([CH3:6])[CH3:5])=[O:2].[CH3:16]OP(C=[N+]=[N-])(=O)OC.C([O-])([O-])=O.[K+].[K+], predict the reaction product. The product is: [C:1]([N:8]1[CH2:13][CH2:12][CH2:11][CH:10]([C:14]#[CH:16])[CH2:9]1)([O:3][C:4]([CH3:7])([CH3:6])[CH3:5])=[O:2]. (7) Given the reactants [CH3:1][NH:2]/[C:3](/[C:10]([F:13])([F:12])[F:11])=[CH:4]\[C:5]([O:7]CC)=O.[H-].[Na+].[Cl:16][C:17]1[CH:35]=[C:34]([F:36])[C:33]([N:37]=[C:38]=[S:39])=[CH:32][C:18]=1[C:19]([N:21](CCC)[S:22]([NH:25][CH2:26][CH:27]=[CH2:28])(=[O:24])=[O:23])=[O:20].Cl.[CH3:41][CH2:42][CH2:43]CCC, predict the reaction product. The product is: [Cl:16][C:17]1[CH:35]=[C:34]([F:36])[C:33]([N:37]2[C:5](=[O:7])[CH:4]=[C:3]([C:10]([F:11])([F:12])[F:13])[N:2]([CH3:1])[C:38]2=[S:39])=[CH:32][C:18]=1[C:19]([NH:21][S:22]([N:25]([CH:42]([CH3:43])[CH3:41])[CH2:26][CH2:27][CH3:28])(=[O:23])=[O:24])=[O:20].